This data is from Catalyst prediction with 721,799 reactions and 888 catalyst types from USPTO. The task is: Predict which catalyst facilitates the given reaction. (1) Reactant: [Li+].[OH-].[Cl:3][C:4]1[CH:5]=[C:6]([C:41]#[N:42])[C:7]2[S:11][CH:10]=[C:9]([CH:12]([C:33]3[CH:38]=[CH:37][C:36]([Cl:39])=[CH:35][CH:34]=3)[C@@H:13]([C:17]3[CH:32]=[CH:31][C:20]([C:21]([NH:23][CH2:24][CH2:25][C:26]([O:28]CC)=[O:27])=[O:22])=[CH:19][CH:18]=3)[CH2:14][CH2:15][CH3:16])[C:8]=2[CH:40]=1.C(O)(=O)C. Product: [Cl:3][C:4]1[CH:5]=[C:6]([C:41]#[N:42])[C:7]2[S:11][CH:10]=[C:9]([CH:12]([C:33]3[CH:38]=[CH:37][C:36]([Cl:39])=[CH:35][CH:34]=3)[C@@H:13]([C:17]3[CH:32]=[CH:31][C:20]([C:21]([NH:23][CH2:24][CH2:25][C:26]([OH:28])=[O:27])=[O:22])=[CH:19][CH:18]=3)[CH2:14][CH2:15][CH3:16])[C:8]=2[CH:40]=1. The catalyst class is: 1. (2) Reactant: [Cl:1][C:2]1[CH:3]=[C:4]([CH:8]=[CH:9][CH:10]=1)[CH2:5][CH2:6]O.[Br:11]P(Br)(C1C=CC=CC=1)(C1C=CC=CC=1)C1C=CC=CC=1. Product: [Cl:1][C:2]1[CH:3]=[C:4]([CH:8]=[CH:9][CH:10]=1)[CH2:5][CH2:6][Br:11]. The catalyst class is: 23. (3) Reactant: [CH3:1][C:2]([CH2:36][CH2:37][CH2:38][CH:39]([CH3:42])[CH:40]=[O:41])=[CH:3][CH2:4][CH:5]([O:15][C:16](=[O:35])[CH2:17][CH:18]([O:27][Si:28]([C:31]([CH3:34])([CH3:33])[CH3:32])([CH3:30])[CH3:29])[C:19]([CH3:26])([CH3:25])[C:20](=[O:24])[CH:21](Br)[CH3:22])[C:6]([CH3:14])=[CH:7][C:8]1[N:9]=[C:10]([CH3:13])[S:11][CH:12]=1.[Li+].[I-].[NH4+].[Cl-]. Product: [C:31]([Si:28]([CH3:30])([CH3:29])[O:27][CH:18]1[C:19]([CH3:26])([CH3:25])[C:20](=[O:24])[CH:21]([CH3:22])[CH:40]([OH:41])[CH:39]([CH3:42])[CH2:38][CH2:37][CH2:36][C:2]([CH3:1])=[CH:3][CH2:4][CH:5]([C:6]([CH3:14])=[CH:7][C:8]2[N:9]=[C:10]([CH3:13])[S:11][CH:12]=2)[O:15][C:16](=[O:35])[CH2:17]1)([CH3:33])([CH3:32])[CH3:34]. The catalyst class is: 7. (4) Reactant: [OH:1][CH:2]([C:6]12[CH2:15][CH:10]3[CH2:11][CH:12]([CH2:14][CH:8]([CH2:9]3)[CH2:7]1)[CH2:13]2)[C:3]([OH:5])=[O:4].[C:16](Cl)(=O)C. Product: [OH:1][CH:2]([C:6]12[CH2:15][CH:10]3[CH2:11][CH:12]([CH2:14][CH:8]([CH2:9]3)[CH2:7]1)[CH2:13]2)[C:3]([O:5][CH3:16])=[O:4]. The catalyst class is: 5. (5) Reactant: COC1C=C(C(C2C=CC=C(OC)C=2)=O)C=CC=1.C(OP(CC#N)(=O)OCC)C.C[Si]([N-][Si](C)(C)C)(C)C.[Li+].[CH3:40][O:41][C:42]1[CH:43]=[C:44]([C:50]([C:54]2[CH:59]=[CH:58][CH:57]=[C:56]([O:60][CH3:61])[CH:55]=2)=[CH:51][C:52]#[N:53])[CH:45]=[C:46](OC)[CH:47]=1. The catalyst class is: 1. Product: [CH3:61][O:60][C:56]1[CH:55]=[C:54]([C:50]([C:44]2[CH:45]=[CH:46][CH:47]=[C:42]([O:41][CH3:40])[CH:43]=2)=[CH:51][C:52]#[N:53])[CH:59]=[CH:58][CH:57]=1. (6) Reactant: [Cl:1][C:2]1[CH:3]=[C:4]([CH:29]=[CH:30][C:31]=1[Cl:32])[CH2:5][NH:6][CH:7]1[CH2:15][C:14]2[C:9](=[CH:10][CH:11]=[C:12]([NH:16][C:17]3[CH:26]=[CH:25][C:24]([O:27][CH3:28])=[CH:23][C:18]=3[C:19]([O:21]C)=[O:20])[CH:13]=2)[CH2:8]1. Product: [Cl:1][C:2]1[CH:3]=[C:4]([CH:29]=[CH:30][C:31]=1[Cl:32])[CH2:5][NH:6][CH:7]1[CH2:15][C:14]2[C:9](=[CH:10][CH:11]=[C:12]([NH:16][C:17]3[CH:26]=[CH:25][C:24]([O:27][CH3:28])=[CH:23][C:18]=3[C:19]([OH:21])=[O:20])[CH:13]=2)[CH2:8]1. The catalyst class is: 36. (7) Reactant: [CH3:1][O:2][C:3]1[CH:4]=[C:5]2[C:10](=[CH:11][CH:12]=1)[C:9]([CH2:13][CH:14]=[CH2:15])=[C:8]([OH:16])[CH:7]=[CH:6]2.N1C=CC=CC=1.[F:23][C:24]([F:37])([F:36])[S:25](O[S:25]([C:24]([F:37])([F:36])[F:23])(=[O:27])=[O:26])(=[O:27])=[O:26].O. Product: [F:23][C:24]([F:37])([F:36])[S:25]([O:16][C:8]1[CH:7]=[CH:6][C:5]2[C:10](=[CH:11][CH:12]=[C:3]([O:2][CH3:1])[CH:4]=2)[C:9]=1[CH2:13][CH:14]=[CH2:15])(=[O:27])=[O:26]. The catalyst class is: 4. (8) Reactant: [CH3:1][C:2]1([CH3:14])[C:6]([CH3:8])([CH3:7])[O:5][B:4]([C:9]2[CH:10]=[N:11][NH:12][CH:13]=2)[O:3]1.Cl[CH2:16][CH2:17][N:18]([CH2:21][CH3:22])[CH2:19][CH3:20].C([O-])([O-])=O.[K+].[K+]. The catalyst class is: 3. Product: [CH2:17]([N:18]([CH2:21][CH3:22])[CH2:19][CH2:20][N:12]1[CH:13]=[C:9]([B:4]2[O:5][C:6]([CH3:7])([CH3:8])[C:2]([CH3:14])([CH3:1])[O:3]2)[CH:10]=[N:11]1)[CH3:16].